Binary Classification. Given a drug SMILES string, predict its activity (active/inactive) in a high-throughput screening assay against a specified biological target. From a dataset of M1 muscarinic receptor antagonist screen with 61,756 compounds. (1) The compound is O=c1n(c(=O)n(c2nc(N3CCNCC3)n(c12)Cc1c2c(ccc1)cccc2)C)C. The result is 0 (inactive). (2) The compound is S1(=O)(=O)CC(N(C(=O)C2CCCC2)c2ccccc2)C=C1. The result is 0 (inactive). (3) The drug is N1(CCN(CC1)C)CCCNc1n2nc(nc2c2c(n1)cccc2)c1ccccc1. The result is 0 (inactive). (4) The molecule is O1P(=O)(N(CC)CC)c2c(n(nc2C)c2ccccc2)N=C1c1cc(OC)c(OC)c(OC)c1. The result is 0 (inactive). (5) The drug is O=C1N(CC(C1)C(=O)Nc1c(cccc1)C(OC)=O)c1ccccc1. The result is 0 (inactive). (6) The molecule is s1c(c2nc(sc2)Nc2ccccc2)c(nc1N)C. The result is 0 (inactive). (7) The molecule is s1c(C(N2CCC(=CC2)c2ccc(F)cc2)c2n(nnn2)C(CC)(C)C)ccc1. The result is 0 (inactive). (8) The drug is o1c2c(N3C(CCCC3)C)nc(nc2c2c1cccc2)CC. The result is 0 (inactive). (9) The compound is O=C(Nc1cc(NC(=O)NCc2cccnc2)ccc1)NCc1cccnc1. The result is 0 (inactive).